Dataset: Full USPTO retrosynthesis dataset with 1.9M reactions from patents (1976-2016). Task: Predict the reactants needed to synthesize the given product. (1) Given the product [CH:1]1([CH2:5][O:6][CH2:7][C:8]2([CH2:21][NH:36][C@@H:34]3[CH2:35][C@H:33]3[C:27]3[CH:32]=[CH:31][CH:30]=[CH:29][CH:28]=3)[CH2:13][CH2:12][N:11]([C:14]([O:16][C:17]([CH3:18])([CH3:19])[CH3:20])=[O:15])[CH2:10][CH2:9]2)[CH2:4][CH2:3][CH2:2]1, predict the reactants needed to synthesize it. The reactants are: [CH:1]1([CH2:5][O:6][CH2:7][C:8]2([CH:21]=O)[CH2:13][CH2:12][N:11]([C:14]([O:16][C:17]([CH3:20])([CH3:19])[CH3:18])=[O:15])[CH2:10][CH2:9]2)[CH2:4][CH2:3][CH2:2]1.C(O)(=O)C.[C:27]1([C@@H:33]2[CH2:35][C@H:34]2[NH2:36])[CH:32]=[CH:31][CH:30]=[CH:29][CH:28]=1.C(O[BH-](OC(=O)C)OC(=O)C)(=O)C.[Na+]. (2) Given the product [Cl:20][C:17]1[CH:18]=[CH:19][C:14]([C:11]2[C:10]3[CH:21]=[CH:22][C:7]([O:6][CH2:5][CH2:4][CH2:3][CH2:2][N:24]([CH2:25][CH:26]4[CH2:28][CH2:27]4)[CH3:23])=[CH:8][C:9]=3[S:13][N:12]=2)=[CH:15][CH:16]=1, predict the reactants needed to synthesize it. The reactants are: Br[CH2:2][CH2:3][CH2:4][CH2:5][O:6][C:7]1[CH:22]=[CH:21][C:10]2[C:11]([C:14]3[CH:19]=[CH:18][C:17]([Cl:20])=[CH:16][CH:15]=3)=[N:12][S:13][C:9]=2[CH:8]=1.[CH3:23][NH:24][CH2:25][CH:26]1[CH2:28][CH2:27]1. (3) Given the product [ClH:26].[CH:1](/[C:7]1[N:11]2[N:12]=[C:13]([NH:16][CH2:17][CH2:18][CH2:19][N:20]3[CH2:25][CH2:24][O:23][CH2:22][CH2:21]3)[CH:14]=[CH:15][C:10]2=[N:9][CH:8]=1)=[CH:2]/[CH2:3][CH2:4][CH2:5][CH3:6], predict the reactants needed to synthesize it. The reactants are: [C:1]([C:7]1[N:11]2[N:12]=[C:13]([NH:16][CH2:17][CH2:18][CH2:19][N:20]3[CH2:25][CH2:24][O:23][CH2:22][CH2:21]3)[CH:14]=[CH:15][C:10]2=[N:9][CH:8]=1)#[C:2][CH2:3][CH2:4][CH2:5][CH3:6].[ClH:26].